This data is from Catalyst prediction with 721,799 reactions and 888 catalyst types from USPTO. The task is: Predict which catalyst facilitates the given reaction. (1) Reactant: [NH:1]1[CH:10]2[CH:5]([CH2:6][CH2:7][CH2:8][CH2:9]2)[CH2:4][CH2:3][CH2:2]1.[N+:11]([C:14]1[CH:15]=[C:16]([C:20]2[O:24][C:23]([C:25](O)=[O:26])=[CH:22][CH:21]=2)[CH:17]=[CH:18][CH:19]=1)([O-:13])=[O:12].CCN=C=NCCCN(C)C.C1C=NC2N(O)N=NC=2C=1. Product: [N+:11]([C:14]1[CH:15]=[C:16]([C:20]2[O:24][C:23]([C:25]([N:1]3[C@H:10]4[C@@H:5]([CH2:6][CH2:7][CH2:8][CH2:9]4)[CH2:4][CH2:3][CH2:2]3)=[O:26])=[CH:22][CH:21]=2)[CH:17]=[CH:18][CH:19]=1)([O-:13])=[O:12]. The catalyst class is: 3. (2) Reactant: [Cl:1][C:2]1[CH:3]=[CH:4][C:5]2[N:6]([C:8]([C:19]#[C:20][C:21]3[CH:26]=[CH:25][CH:24]=[C:23]([C:27]([F:30])([F:29])[F:28])[CH:22]=3)=[C:9]([CH2:11][S:12][CH2:13][C:14]([O:16]CC)=[O:15])[N:10]=2)[CH:7]=1.C(O)C.[OH-].[Na+].C(O)(=O)C. Product: [Cl:1][C:2]1[CH:3]=[CH:4][C:5]2[N:6]([C:8]([C:19]#[C:20][C:21]3[CH:26]=[CH:25][CH:24]=[C:23]([C:27]([F:29])([F:28])[F:30])[CH:22]=3)=[C:9]([CH2:11][S:12][CH2:13][C:14]([OH:16])=[O:15])[N:10]=2)[CH:7]=1. The catalyst class is: 132. (3) Reactant: [CH:1]1([NH:4][C:5]([C:7]2[C:15]3[C:10](=[N:11][C:12]([NH2:16])=[CH:13][CH:14]=3)[N:9]([C:17]([CH3:20])([CH3:19])[CH3:18])[N:8]=2)=[O:6])[CH2:3][CH2:2]1.[C:21]1([CH3:30])[CH:26]=[CH:25][C:24]([C:27](Cl)=[O:28])=[CH:23][CH:22]=1. Product: [CH:1]1([NH:4][C:5]([C:7]2[C:15]3[C:10](=[N:11][C:12]([NH:16][C:27](=[O:28])[C:24]4[CH:25]=[CH:26][C:21]([CH3:30])=[CH:22][CH:23]=4)=[CH:13][CH:14]=3)[N:9]([C:17]([CH3:20])([CH3:19])[CH3:18])[N:8]=2)=[O:6])[CH2:2][CH2:3]1. The catalyst class is: 17. (4) Reactant: [Si:1]([O:8][CH2:9][C:10]1[CH:18]2[O:19][C:20](=[O:21])[CH:12]([CH:13]3[CH:17]2[O:16][C:15]([CH3:23])([CH3:22])[O:14]3)[N:11]=1)([C:4]([CH3:7])([CH3:6])[CH3:5])([CH3:3])[CH3:2].C([BH3-])#N.[Na+]. Product: [Si:1]([O:8][CH2:9][CH:10]1[CH:18]2[O:19][C:20](=[O:21])[CH:12]([CH:13]3[CH:17]2[O:16][C:15]([CH3:23])([CH3:22])[O:14]3)[NH:11]1)([C:4]([CH3:5])([CH3:6])[CH3:7])([CH3:3])[CH3:2]. The catalyst class is: 15. (5) Reactant: [NH2:1][C:2]1[C:3]([C:20]2[O:24][C:23]([C:25]3[CH:30]=[CH:29][C:28]([CH2:31][NH:32]C(=O)OC(C)(C)C)=[CH:27][CH:26]=3)=[N:22][N:21]=2)=[N:4][C:5]([C:8]2[CH:13]=[CH:12][C:11]([S:14]([CH:17]([CH3:19])[CH3:18])(=[O:16])=[O:15])=[CH:10][CH:9]=2)=[CH:6][N:7]=1.C(O)(C(F)(F)F)=O.C(#N)C. Product: [NH2:32][CH2:31][C:28]1[CH:29]=[CH:30][C:25]([C:23]2[O:24][C:20]([C:3]3[C:2]([NH2:1])=[N:7][CH:6]=[C:5]([C:8]4[CH:13]=[CH:12][C:11]([S:14]([CH:17]([CH3:18])[CH3:19])(=[O:16])=[O:15])=[CH:10][CH:9]=4)[N:4]=3)=[N:21][N:22]=2)=[CH:26][CH:27]=1. The catalyst class is: 2. (6) Reactant: C(O)C.CS[C:6](SC)=[CH:7][N+:8]([O-:10])=[O:9].[CH2:13]([NH:20][CH2:21][CH2:22][NH2:23])[C:14]1[CH:19]=[CH:18][CH:17]=[CH:16][CH:15]=1.CO. Product: [CH2:13]([N:20]1[CH2:21][CH2:22][NH:23][C:6]1=[CH:7][N+:8]([O-:10])=[O:9])[C:14]1[CH:19]=[CH:18][CH:17]=[CH:16][CH:15]=1. The catalyst class is: 22.